Task: Predict the product of the given reaction.. Dataset: Forward reaction prediction with 1.9M reactions from USPTO patents (1976-2016) Given the reactants [NH:1]1[CH2:5][CH2:4][CH2:3][CH:2]1[C:6]([O:8][CH2:9][CH2:10][CH2:11][C:12]1[CH:13]=[N:14][CH:15]=[CH:16][CH:17]=1)=[O:7].[C:18]1([CH2:24][S:25](Cl)(=[O:27])=[O:26])[CH:23]=[CH:22][CH:21]=[CH:20][CH:19]=1.C(N(CC)CC)C, predict the reaction product. The product is: [C:18]1([CH2:24][S:25]([N:1]2[CH2:5][CH2:4][CH2:3][C@H:2]2[C:6]([O:8][CH2:9][CH2:10][CH2:11][C:12]2[CH:13]=[N:14][CH:15]=[CH:16][CH:17]=2)=[O:7])(=[O:27])=[O:26])[CH:23]=[CH:22][CH:21]=[CH:20][CH:19]=1.